Predict the product of the given reaction. From a dataset of Forward reaction prediction with 1.9M reactions from USPTO patents (1976-2016). (1) Given the reactants [F:1][C:2]([F:32])([F:31])[C:3]1[CH:4]=[C:5]2[C:9](=[CH:10][CH:11]=1)[N:8]([S:12]([C:15]1[CH:20]=[CH:19][C:18]([CH3:21])=[CH:17][CH:16]=1)(=[O:14])=[O:13])[CH:7]=[C:6]2[C@@H:22]1[CH2:24][C@H:23]1[C:25](N(OC)C)=[O:26].C(C1C=C2C(=CC=1)N(S(C1C=CC(C)=CC=1)(=O)=O)C=C2[C@@H]1C[C@H]1C=O)#N, predict the reaction product. The product is: [F:32][C:2]([F:1])([F:31])[C:3]1[CH:4]=[C:5]2[C:9](=[CH:10][CH:11]=1)[N:8]([S:12]([C:15]1[CH:16]=[CH:17][C:18]([CH3:21])=[CH:19][CH:20]=1)(=[O:14])=[O:13])[CH:7]=[C:6]2[C@@H:22]1[CH2:24][C@H:23]1[CH:25]=[O:26]. (2) Given the reactants [Cl:1][C:2]1[CH:3]=[CH:4][CH:5]=[C:6]2[C:10]=1[C:9](=[O:11])[N:8]([C:12]1[CH:13]=[C:14]([CH:32]=[CH:33][CH:34]=1)[C:15]([NH:17][CH2:18]CC1CCN(C3C=CN=CC=3)CC1)=[O:16])[CH2:7]2.[CH:35]([N:38]1[CH2:43]CN[CH2:40][CH2:39]1)([CH3:37])[CH3:36].ClC1C=CC=C2C=1C(=O)N(C1C=C(C=CC=1)C(O)=O)C2, predict the reaction product. The product is: [Cl:1][C:2]1[CH:3]=[CH:4][CH:5]=[C:6]2[C:10]=1[C:9](=[O:11])[N:8]([C:12]1[CH:34]=[CH:33][CH:32]=[C:14]([C:15]([N:17]3[CH2:18][CH2:43][N:38]([CH:35]([CH3:37])[CH3:36])[CH2:39][CH2:40]3)=[O:16])[CH:13]=1)[CH2:7]2. (3) Given the reactants Cl[C:2](Cl)(Cl)[C:3](Cl)=[O:4].O1CCCC1.[CH2:13]([CH:15]([C:18]1[CH:19]=[C:20]([CH3:23])[NH:21]C=1)[CH2:16][CH3:17])[CH3:14].[CH3:24][NH2:25], predict the reaction product. The product is: [CH2:13]([CH:15]([C:18]1[CH:19]=[C:20]([CH3:23])[NH:21][C:2]=1[C:3]([NH:25][CH3:24])=[O:4])[CH2:16][CH3:17])[CH3:14]. (4) The product is: [F:18][C:17]1[C:16]([O:19][CH3:20])=[CH:15][C:14]([O:21][CH3:22])=[C:13]([F:23])[C:12]=1[N:7]1[C:6](=[O:24])[C:5]2([CH2:25][CH2:26]2)[C:4]2[C:9](=[CH:10][N:11]=[C:2]([C:34]3[N:33]([CH2:35][O:36][CH2:37][CH2:38][Si:39]([CH3:41])([CH3:42])[CH3:40])[N:32]=[CH:31][C:30]=3[N+:27]([O-:29])=[O:28])[CH:3]=2)[CH2:8]1. Given the reactants Cl[C:2]1[CH:3]=[C:4]2[C:9](=[CH:10][N:11]=1)[CH2:8][N:7]([C:12]1[C:17]([F:18])=[C:16]([O:19][CH3:20])[CH:15]=[C:14]([O:21][CH3:22])[C:13]=1[F:23])[C:6](=[O:24])[C:5]12[CH2:26][CH2:25]1.[N+:27]([C:30]1[CH:31]=[N:32][N:33]([CH2:35][O:36][CH2:37][CH2:38][Si:39]([CH3:42])([CH3:41])[CH3:40])[CH:34]=1)([O-:29])=[O:28].CC(C)(C)C(O)=O.C(=O)([O-])[O-].[K+].[K+].C12(P(C34CC5CC(CC(C5)C3)C4)CCCC)CC3CC(CC(C3)C1)C2, predict the reaction product.